From a dataset of Full USPTO retrosynthesis dataset with 1.9M reactions from patents (1976-2016). Predict the reactants needed to synthesize the given product. (1) Given the product [NH2:14][CH:15]1[CH2:20][CH2:19][N:18]([CH2:21][C:22]2[CH:27]=[CH:26][C:25]([O:28][CH3:29])=[CH:24][C:23]=2[O:30][CH3:31])[C:17](=[O:32])[CH2:16]1, predict the reactants needed to synthesize it. The reactants are: C([NH:14][CH:15]1[CH2:20][CH2:19][N:18]([CH2:21][C:22]2[CH:27]=[CH:26][C:25]([O:28][CH3:29])=[CH:24][C:23]=2[O:30][CH3:31])[C:17](=[O:32])[CH2:16]1)(C1C=CC=CC=1)C1C=CC=CC=1.Cl. (2) Given the product [OH:61][C:54]1[C:53]([CH2:52][NH:51][C:14](=[O:16])[C:13]2[CH:12]=[CH:11][C:10]([CH:8]([O:7][C:2]3[CH:1]=[C:6]([CH3:20])[CH:5]=[CH:4][CH:3]=3)[CH3:9])=[CH:18][CH:17]=2)=[C:58]([CH3:59])[CH:57]=[C:56]([CH3:60])[N:55]=1, predict the reactants needed to synthesize it. The reactants are: [C:1]1(C)[CH:6]=[CH:5][CH:4]=[CH:3][C:2]=1[O:7][CH:8]([C:10]1[CH:18]=[CH:17][C:13]([C:14]([OH:16])=O)=[CH:12][CH:11]=1)[CH3:9].[CH3:20]N(C(ON1N=NC2C=CC=NC1=2)=[N+](C)C)C.F[P-](F)(F)(F)(F)F.C(N(CC)CC)C.[NH2:51][CH2:52][C:53]1[C:54]([OH:61])=[N:55][C:56]([CH3:60])=[CH:57][C:58]=1[CH3:59].